From a dataset of Full USPTO retrosynthesis dataset with 1.9M reactions from patents (1976-2016). Predict the reactants needed to synthesize the given product. Given the product [Cl:1][CH2:2][CH2:3][CH2:4][S:5]([N:8]([C:9]1[CH:10]=[CH:11][CH:12]=[C:13]([C:15]([N:17]2[CH2:18][CH2:19][CH:20]([C:23]3[CH:28]=[CH:27][C:26]([C:29]#[N:30])=[CH:25][CH:24]=3)[CH2:21][CH2:22]2)=[O:16])[CH:14]=1)[C:34](=[O:33])[O:36][C:37]([CH3:40])([CH3:39])[CH3:38])(=[O:6])=[O:7], predict the reactants needed to synthesize it. The reactants are: [Cl:1][CH2:2][CH2:3][CH2:4][S:5]([NH:8][C:9]1[CH:14]=[C:13]([C:15]([N:17]2[CH2:22][CH2:21][CH:20]([C:23]3[CH:28]=[CH:27][C:26]([C:29]#[N:30])=[CH:25][CH:24]=3)[CH2:19][CH2:18]2)=[O:16])[CH:12]=[CH:11][C:10]=1C)(=[O:7])=[O:6].C(=O)(OC(C)(C)C)[O:33][C:34]([O:36][C:37]([CH3:40])([CH3:39])[CH3:38])=O.